From a dataset of Full USPTO retrosynthesis dataset with 1.9M reactions from patents (1976-2016). Predict the reactants needed to synthesize the given product. (1) Given the product [CH3:24][N:18]1[C:19]([CH3:23])([CH3:22])[CH2:20][CH2:21][N:16]2[C:15](=[O:26])[N:14]=[C:13]([O:11][CH2:10][C:4]3[CH:3]=[C:2]([F:1])[C:7]([F:8])=[C:6]([F:9])[CH:5]=3)[CH:25]=[C:17]12, predict the reactants needed to synthesize it. The reactants are: [F:1][C:2]1[CH:3]=[C:4]([CH2:10][OH:11])[CH:5]=[C:6]([F:9])[C:7]=1[F:8].Cl[C:13]1[CH:25]=[C:17]2[N:18]([CH3:24])[C:19]([CH3:23])([CH3:22])[CH2:20][CH2:21][N:16]2[C:15](=[O:26])[N:14]=1. (2) Given the product [Cl:13][C:3]1[C:4]2[C:5](=[N:6][CH:7]=[C:8]([C:10]([OH:12])=[O:11])[CH:9]=2)[NH:1][CH:2]=1, predict the reactants needed to synthesize it. The reactants are: [NH:1]1[C:5]2=[N:6][CH:7]=[C:8]([C:10]([OH:12])=[O:11])[CH:9]=[C:4]2[CH:3]=[CH:2]1.[Cl:13]N1C(=O)CCC1=O. (3) Given the product [CH3:17][C:18]1[CH:19]=[CH:20][C:21]([N:24]2[CH:28]=[CH:27][C:26]([O:29][CH2:2][C:3]3[C:8]([Cl:9])=[CH:7][CH:6]=[CH:5][C:4]=3[N:10]3[C:14](=[O:15])[N:13]([CH3:16])[N:12]=[N:11]3)=[N:25]2)=[CH:22][CH:23]=1, predict the reactants needed to synthesize it. The reactants are: Br[CH2:2][C:3]1[C:8]([Cl:9])=[CH:7][CH:6]=[CH:5][C:4]=1[N:10]1[C:14](=[O:15])[N:13]([CH3:16])[N:12]=[N:11]1.[CH3:17][C:18]1[CH:23]=[CH:22][C:21]([N:24]2[CH:28]=[CH:27][C:26]([OH:29])=[N:25]2)=[CH:20][CH:19]=1.C(=O)([O-])[O-].[K+].[K+].C(#N)C. (4) The reactants are: [CH3:1][C:2]1[CH:7]=[C:6]([CH3:8])[CH:5]=[CH:4][C:3]=1[NH:9][C:10]([CH:12]([NH:15][CH2:16][C:17]1[CH:33]=[CH:32][C:20]([O:21][C:22]([CH3:31])([CH3:30])[C:23]([O:25]C(C)(C)C)=[O:24])=[CH:19][CH:18]=1)[CH2:13][CH3:14])=[O:11].FC(F)(F)C(O)=O. Given the product [CH3:1][C:2]1[CH:7]=[C:6]([CH3:8])[CH:5]=[CH:4][C:3]=1[NH:9][C:10]([CH:12]([NH:15][CH2:16][C:17]1[CH:18]=[CH:19][C:20]([O:21][C:22]([CH3:30])([CH3:31])[C:23]([OH:25])=[O:24])=[CH:32][CH:33]=1)[CH2:13][CH3:14])=[O:11], predict the reactants needed to synthesize it. (5) Given the product [S:1]1[C:5]2[C:6]([C:10]3[O:19][C:13]4=[C:14]([NH2:18])[N:15]=[CH:16][C:17]([I:20])=[C:12]4[CH:11]=3)=[CH:7][CH:8]=[CH:9][C:4]=2[CH:3]=[N:2]1, predict the reactants needed to synthesize it. The reactants are: [S:1]1[C:5]2[C:6]([C:10]3[O:19][C:13]4=[C:14]([NH2:18])[N:15]=[CH:16][CH:17]=[C:12]4[CH:11]=3)=[CH:7][CH:8]=[CH:9][C:4]=2[CH:3]=[N:2]1.[I:20]C1C=NC(N)=C2OC(C3C=CC=C4C=3C=CN=C4)=CC=12. (6) The reactants are: [OH:1][CH2:2][CH2:3][C:4]1[CH:9]=[CH:8][C:7]([C:10]2[CH:11]=[N:12][CH:13]=[C:14]([CH:19]=2)[C:15]([O:17][CH3:18])=[O:16])=[CH:6][CH:5]=1.[H][H]. Given the product [OH:1][CH2:2][CH2:3][C:4]1[CH:5]=[CH:6][C:7]([CH:10]2[CH2:11][NH:12][CH2:13][CH:14]([C:15]([O:17][CH3:18])=[O:16])[CH2:19]2)=[CH:8][CH:9]=1, predict the reactants needed to synthesize it. (7) Given the product [CH3:20][O:21][C:22](=[O:37])[CH:23]([OH:36])[CH2:24][O:25][C:26]1[CH:31]=[CH:30][C:29]([C:32](=[NH:33])[NH:17][CH2:16][CH2:15][NH:14][C:13]([O:12][C:8]([CH3:11])([CH3:9])[CH3:10])=[O:18])=[CH:28][CH:27]=1, predict the reactants needed to synthesize it. The reactants are: C(N(CC)CC)C.[C:8]([O:12][C:13](=[O:18])[NH:14][CH2:15][CH2:16][NH2:17])([CH3:11])([CH3:10])[CH3:9].Cl.[CH3:20][O:21][C:22](=[O:37])[CH:23]([OH:36])[CH2:24][O:25][C:26]1[CH:31]=[CH:30][C:29]([C:32](OC)=[NH:33])=[CH:28][CH:27]=1. (8) Given the product [CH3:31][C:32]1[CH:37]=[CH:36][C:35]([S:38]([O:15][CH2:14][C@H:13]2[C@H:9]([O:8][CH2:1][C:2]3[CH:7]=[CH:6][CH:5]=[CH:4][CH:3]=3)[C@@H:10]([NH:16][C:17]([O:18][C:19]([CH3:20])([CH3:22])[CH3:21])=[O:23])[CH2:11][O:12]2)(=[O:40])=[O:39])=[CH:34][CH:33]=1, predict the reactants needed to synthesize it. The reactants are: [CH2:1]([O:8][C@H:9]1[C@H:13]([CH2:14][OH:15])[O:12][CH2:11][C@@H:10]1[NH:16][C:17](=[O:23])[O:18][C:19]([CH3:22])([CH3:21])[CH3:20])[C:2]1[CH:7]=[CH:6][CH:5]=[CH:4][CH:3]=1.C(N(CC)CC)C.[CH3:31][C:32]1[CH:37]=[CH:36][C:35]([S:38](Cl)(=[O:40])=[O:39])=[CH:34][CH:33]=1. (9) Given the product [Cl:1][C:2]1[CH:7]=[CH:6][CH:5]=[CH:4][C:3]=1[C:9]1[NH:14][C:13](=[O:15])[C:12]([CH:16]=[O:46])=[CH:11][C:10]=1[C:18]1[CH:19]=[CH:20][C:21]([Cl:24])=[CH:22][CH:23]=1, predict the reactants needed to synthesize it. The reactants are: [Cl:1][C:2]1[CH:7]=[C:6](Cl)[CH:5]=[CH:4][C:3]=1[C:9]1[NH:14][C:13](=[O:15])[C:12]([C:16]#N)=[CH:11][C:10]=1[C:18]1[CH:23]=[CH:22][C:21]([Cl:24])=[CH:20][CH:19]=1.C[Si](C)(C)N[Si](C)(C)C.[H-].C([Al+]CC(C)C)C(C)C.CC[O:46]C(C)=O. (10) Given the product [Cl:1][C:2]1[CH:22]=[C:21]([F:23])[CH:20]=[CH:19][C:3]=1[CH2:4][N:5]([O:17][CH3:18])[C:6](=[O:16])[CH:7]=[C:8]([OH:9])[C:12]([NH:28][S:25]([CH3:24])(=[O:27])=[O:26])=[O:11], predict the reactants needed to synthesize it. The reactants are: [Cl:1][C:2]1[CH:22]=[C:21]([F:23])[CH:20]=[CH:19][C:3]=1[CH2:4][N:5]([O:17][CH3:18])[C:6](=[O:16])[CH:7]=[C:8]1[C:12](=O)[O:11]C(C)(C)[O:9]1.[CH3:24][S:25]([NH2:28])(=[O:27])=[O:26].